From a dataset of Forward reaction prediction with 1.9M reactions from USPTO patents (1976-2016). Predict the product of the given reaction. (1) Given the reactants [F:1][C:2]1[CH:7]=[CH:6][C:5]([NH:8][S:9]([C:12]2[CH:17]=[CH:16][C:15]([CH3:18])=[CH:14][CH:13]=2)(=[O:11])=[O:10])=[C:4]([NH:19][S:20]([C:23]2[CH:28]=[CH:27][C:26]([CH3:29])=[CH:25][CH:24]=2)(=[O:22])=[O:21])[CH:3]=1.[N+:30]([O-])([OH:32])=[O:31].O, predict the reaction product. The product is: [F:1][C:2]1[C:7]([N+:30]([O-:32])=[O:31])=[CH:6][C:5]([NH:8][S:9]([C:12]2[CH:17]=[CH:16][C:15]([CH3:18])=[CH:14][CH:13]=2)(=[O:10])=[O:11])=[C:4]([NH:19][S:20]([C:23]2[CH:24]=[CH:25][C:26]([CH3:29])=[CH:27][CH:28]=2)(=[O:21])=[O:22])[CH:3]=1. (2) Given the reactants C(O[BH-](OC(=O)C)OC(=O)C)(=O)C.[Na+].[NH2:15][CH2:16][CH:17]([C:19]1[CH:24]=[CH:23][C:22]([Cl:25])=[C:21]([O:26][CH3:27])[CH:20]=1)[OH:18].[CH:28](=O)[CH2:29][CH3:30].C(=O)(O)[O-].[Na+], predict the reaction product. The product is: [NH3:15].[Cl:25][C:22]1[CH:23]=[CH:24][C:19]([CH:17]([OH:18])[CH2:16][NH:15][CH2:28][CH2:29][CH3:30])=[CH:20][C:21]=1[O:26][CH3:27].